From a dataset of Full USPTO retrosynthesis dataset with 1.9M reactions from patents (1976-2016). Predict the reactants needed to synthesize the given product. (1) The reactants are: [N:1]1([CH2:6][CH2:7][CH2:8][NH2:9])[CH:5]=[CH:4][N:3]=[CH:2]1.[CH3:10][O:11][C:12]1[CH:19]=[CH:18][C:15]([CH:16]=O)=[CH:14][CH:13]=1.C([O:22][C:23](=O)[C:24](=[O:31])[CH2:25][CH2:26][CH2:27][CH2:28][CH2:29][CH3:30])C. Given the product [OH:31][C:24]1[C:23](=[O:22])[N:9]([CH2:8][CH2:7][CH2:6][N:1]2[CH:5]=[CH:4][N:3]=[CH:2]2)[CH:16]([C:15]2[CH:18]=[CH:19][C:12]([O:11][CH3:10])=[CH:13][CH:14]=2)[C:25]=1[CH2:26][CH2:27][CH2:28][CH2:29][CH3:30], predict the reactants needed to synthesize it. (2) The reactants are: [CH:1]1([C:4]2[CH:9]=[C:8]([CH:10]=[O:11])[C:7]([OH:12])=[CH:6][C:5]=2[C:13]2[CH:18]=[CH:17][C:16]([F:19])=[CH:15][CH:14]=2)[CH2:3][CH2:2]1.Br[CH2:21][CH2:22][O:23][CH3:24]. Given the product [CH:1]1([C:4]2[CH:9]=[C:8]([CH:10]=[O:11])[C:7]([O:12][CH2:21][CH2:22][O:23][CH3:24])=[CH:6][C:5]=2[C:13]2[CH:14]=[CH:15][C:16]([F:19])=[CH:17][CH:18]=2)[CH2:2][CH2:3]1, predict the reactants needed to synthesize it.